This data is from Catalyst prediction with 721,799 reactions and 888 catalyst types from USPTO. The task is: Predict which catalyst facilitates the given reaction. (1) Reactant: [CH:1]1([C:7]2[C:8]3[CH:9]=[CH:10][C:11]([C:39](=[O:47])[NH:40][S:41]([CH:44]([CH3:46])[CH3:45])(=[O:43])=[O:42])=[CH:12][C:13]=3[N:14]3[CH2:20][C:19]([C:21]4[N:25]([CH2:26][CH3:27])[N:24]=[CH:23][C:22]=4[C:28]([O:30]CC)=[O:29])=[CH:18][C:17]4[CH:33]=[C:34]([O:37][CH3:38])[CH:35]=[CH:36][C:16]=4[C:15]=23)[CH2:6][CH2:5][CH2:4][CH2:3][CH2:2]1.CO.[OH-].[Na+]. Product: [CH:1]1([C:7]2[C:8]3[CH:9]=[CH:10][C:11]([C:39](=[O:47])[NH:40][S:41]([CH:44]([CH3:46])[CH3:45])(=[O:42])=[O:43])=[CH:12][C:13]=3[N:14]3[CH2:20][C:19]([C:21]4[N:25]([CH2:26][CH3:27])[N:24]=[CH:23][C:22]=4[C:28]([OH:30])=[O:29])=[CH:18][C:17]4[CH:33]=[C:34]([O:37][CH3:38])[CH:35]=[CH:36][C:16]=4[C:15]=23)[CH2:2][CH2:3][CH2:4][CH2:5][CH2:6]1. The catalyst class is: 1. (2) Reactant: [CH3:1][S:2][C:3]1[CH:19]=[CH:18][CH:17]=[CH:16][C:4]=1[CH2:5][N:6]1[C:11]([CH3:12])=[CH:10][C:9]([OH:13])=[C:8](I)[C:7]1=[O:15].[Cl-:20].[Li+]. Product: [CH3:1][S:2][C:3]1[CH:19]=[CH:18][CH:17]=[CH:16][C:4]=1[CH2:5][N:6]1[C:11]([CH3:12])=[CH:10][C:9]([OH:13])=[C:8]([Cl:20])[C:7]1=[O:15]. The catalyst class is: 3. (3) Reactant: [C:1](Cl)(=[O:8])[C:2]1[CH:7]=[CH:6][CH:5]=[CH:4][CH:3]=1.[NH2:10][C:11]1[C:19]2[C:14](=[CH:15][CH:16]=[C:17]([N+:20]([O-:22])=[O:21])[CH:18]=2)[NH:13][N:12]=1.N1C=CC=CC=1. Product: [N+:20]([C:17]1[CH:18]=[C:19]2[C:14](=[CH:15][CH:16]=1)[NH:13][N:12]=[C:11]2[NH:10][C:1](=[O:8])[C:2]1[CH:7]=[CH:6][CH:5]=[CH:4][CH:3]=1)([O-:22])=[O:21]. The catalyst class is: 6. (4) Reactant: [C:1]([C:3]1[CH:8]=[CH:7][CH:6]=[C:5]([C:9]([F:12])([F:11])[F:10])[C:4]=1[CH2:13][C:14]([O:16][CH3:17])=[O:15])#[CH:2].Cl[C:19]1[C:24]([C:25]([F:28])([F:27])[F:26])=[CH:23][N:22]=[C:21]([NH:29][C:30]2[CH:35]=[CH:34][C:33]([CH:36]3[CH2:41][CH2:40][N:39]([C:42]([O:44][C:45]([CH3:48])([CH3:47])[CH3:46])=[O:43])[CH2:38][CH2:37]3)=[CH:32][CH:31]=2)[N:20]=1.F[B-](F)(F)F.CCN(C(C)C)C(C)C. Product: [CH3:17][O:16][C:14](=[O:15])[CH2:13][C:4]1[C:5]([C:9]([F:11])([F:10])[F:12])=[CH:6][CH:7]=[CH:8][C:3]=1[C:1]#[C:2][C:23]1[C:24]([C:25]([F:26])([F:27])[F:28])=[CH:19][N:20]=[C:21]([NH:29][C:30]2[CH:35]=[CH:34][C:33]([CH:36]3[CH2:37][CH2:38][N:39]([C:42]([O:44][C:45]([CH3:48])([CH3:47])[CH3:46])=[O:43])[CH2:40][CH2:41]3)=[CH:32][CH:31]=2)[N:22]=1. The catalyst class is: 654. (5) Reactant: [C:1]([N:8]1[CH2:15][CH2:14][CH2:13][C@H:9]1[C:10](O)=O)(OC(C)(C)C)=O.C1C=CC2N(O)N=[N:22][C:20]=2C=1.CN1CCOCC1.C(Cl)CCl. Product: [N:22]1[C:20]2[CH:10]=[CH:9][CH:13]=[CH:14][C:15]=2[NH:8][CH:1]=1. The catalyst class is: 3. (6) Reactant: C[O:2][C:3]1[CH:8]=[CH:7][C:6]([C:9]([C:11]2[CH:16]=[CH:15][C:14]([CH2:17][C:18]([O:20][CH3:21])=[O:19])=[CH:13][CH:12]=2)=[O:10])=[CH:5][CH:4]=1.[Al+3].[Cl-].[Cl-].[Cl-].O. Product: [OH:2][C:3]1[CH:4]=[CH:5][C:6]([C:9]([C:11]2[CH:16]=[CH:15][C:14]([CH2:17][C:18]([O:20][CH3:21])=[O:19])=[CH:13][CH:12]=2)=[O:10])=[CH:7][CH:8]=1. The catalyst class is: 48.